Regression. Given a peptide amino acid sequence and an MHC pseudo amino acid sequence, predict their binding affinity value. This is MHC class I binding data. From a dataset of Peptide-MHC class I binding affinity with 185,985 pairs from IEDB/IMGT. (1) The peptide sequence is RQDILDLWIY. The MHC is HLA-B44:03 with pseudo-sequence HLA-B44:03. The binding affinity (normalized) is 0.157. (2) The peptide sequence is VIERINLLV. The MHC is HLA-A02:03 with pseudo-sequence HLA-A02:03. The binding affinity (normalized) is 0.271. (3) The peptide sequence is LPPVVAKEI. The MHC is HLA-B18:01 with pseudo-sequence HLA-B18:01. The binding affinity (normalized) is 0. (4) The peptide sequence is NYKWWWFSF. The MHC is HLA-A24:02 with pseudo-sequence HLA-A24:02. The binding affinity (normalized) is 0.898. (5) The peptide sequence is KMLTFDVFR. The MHC is HLA-A11:01 with pseudo-sequence HLA-A11:01. The binding affinity (normalized) is 0.900. (6) The peptide sequence is ILIGVVITW. The MHC is HLA-B58:01 with pseudo-sequence HLA-B58:01. The binding affinity (normalized) is 0.391. (7) The peptide sequence is RFFSPATIFI. The MHC is HLA-A24:02 with pseudo-sequence HLA-A24:02. The binding affinity (normalized) is 0.640.